Dataset: Catalyst prediction with 721,799 reactions and 888 catalyst types from USPTO. Task: Predict which catalyst facilitates the given reaction. (1) Reactant: [C:1]1([C:7]2[N:11]=[C:10]([N:12]3[CH2:17][CH2:16][NH:15][CH2:14][CH2:13]3)[S:9][N:8]=2)[CH:6]=[CH:5][CH:4]=[CH:3][CH:2]=1.C(N(CC)CC)C.[CH2:25]1[C:29]2[CH:30]=[C:31]([N:34]=[C:35]=[O:36])[CH:32]=[CH:33][C:28]=2[O:27][CH2:26]1. Product: [O:27]1[C:28]2[CH:33]=[CH:32][C:31]([NH:34][C:35]([N:15]3[CH2:16][CH2:17][N:12]([C:10]4[S:9][N:8]=[C:7]([C:1]5[CH:2]=[CH:3][CH:4]=[CH:5][CH:6]=5)[N:11]=4)[CH2:13][CH2:14]3)=[O:36])=[CH:30][C:29]=2[CH2:25][CH2:26]1. The catalyst class is: 7. (2) The catalyst class is: 8. Product: [CH2:25]([O:24][C:20]1[CH:19]=[C:18]([C:7]2[N:8]([C:12]3[CH:17]=[CH:16][CH:15]=[CH:14][CH:13]=3)[C:9]([CH3:11])=[CH:10][C:6]=2[C:4]([OH:5])=[O:3])[CH:23]=[CH:22][CH:21]=1)[C:26]1[CH:27]=[CH:28][CH:29]=[CH:30][CH:31]=1. Reactant: C([O:3][C:4]([C:6]1[CH:10]=[C:9]([CH3:11])[N:8]([C:12]2[CH:17]=[CH:16][CH:15]=[CH:14][CH:13]=2)[C:7]=1[C:18]1[CH:23]=[CH:22][CH:21]=[C:20]([O:24][CH2:25][C:26]2[CH:31]=[CH:30][CH:29]=[CH:28][CH:27]=2)[CH:19]=1)=[O:5])C.[OH-].[Na+].O.Cl.